This data is from Forward reaction prediction with 1.9M reactions from USPTO patents (1976-2016). The task is: Predict the product of the given reaction. (1) Given the reactants [Cl:1][C:2]1[CH:3]=[C:4]([C:8]2[N:16]=[C:15]([C:17]([O:19]C)=O)[N:14]=[C:13]3[C:9]=2[N:10]([CH2:28][C@H:29]2[CH2:34][CH2:33][C@H:32]([CH3:35])[CH2:31][CH2:30]2)[C:11]([N:21]2[CH2:26][CH2:25][O:24][CH2:23][C@H:22]2[CH3:27])=[N:12]3)[CH:5]=[N:6][CH:7]=1.[NH2:36][NH2:37].C1COCC1, predict the reaction product. The product is: [Cl:1][C:2]1[CH:3]=[C:4]([C:8]2[N:16]=[C:15]([C:17]([NH:36][NH2:37])=[O:19])[N:14]=[C:13]3[C:9]=2[N:10]([CH2:28][C@H:29]2[CH2:30][CH2:31][C@H:32]([CH3:35])[CH2:33][CH2:34]2)[C:11]([N:21]2[CH2:26][CH2:25][O:24][CH2:23][C@H:22]2[CH3:27])=[N:12]3)[CH:5]=[N:6][CH:7]=1. (2) Given the reactants [C:1]([CH:3]1[CH2:8][CH2:7][N:6]([C:9]([N:11]2[CH2:16][CH:15]([C:17]3[CH:22]=[CH:21][C:20]([C:23]([F:26])([F:25])[F:24])=[CH:19][CH:18]=3)[CH2:14][CH:13]([C:27](O)=[O:28])[CH2:12]2)=[O:10])[CH2:5][CH2:4]1)#[N:2].[Cl:30][C:31]1[CH:32]=[C:33]([C:37](=[NH:40])[NH:38]O)[CH:34]=[CH:35][CH:36]=1, predict the reaction product. The product is: [Cl:30][C:31]1[CH:32]=[C:33]([C:37]2[N:40]=[C:27]([CH:13]3[CH2:14][CH:15]([C:17]4[CH:22]=[CH:21][C:20]([C:23]([F:24])([F:25])[F:26])=[CH:19][CH:18]=4)[CH2:16][N:11]([C:9]([N:6]4[CH2:5][CH2:4][CH:3]([C:1]#[N:2])[CH2:8][CH2:7]4)=[O:10])[CH2:12]3)[O:28][N:38]=2)[CH:34]=[CH:35][CH:36]=1.